From a dataset of Full USPTO retrosynthesis dataset with 1.9M reactions from patents (1976-2016). Predict the reactants needed to synthesize the given product. The reactants are: [NH2:1][C:2]1[CH:6]=[C:5]([C:7]2[CH:12]=[CH:11][C:10]([O:13][CH3:14])=[CH:9][CH:8]=2)[S:4][C:3]=1[C:15]([OH:17])=[O:16].[N:18]([C:21]1[C:26]([CH3:27])=[CH:25][C:24]([CH3:28])=[CH:23][C:22]=1[CH3:29])=[C:19]=[O:20].C(N(CC)CC)C. Given the product [CH3:14][O:13][C:10]1[CH:9]=[CH:8][C:7]([C:5]2[S:4][C:3]([C:15]([OH:17])=[O:16])=[C:2]([NH:1][C:19]([NH:18][C:21]3[C:22]([CH3:29])=[CH:23][C:24]([CH3:28])=[CH:25][C:26]=3[CH3:27])=[O:20])[CH:6]=2)=[CH:12][CH:11]=1, predict the reactants needed to synthesize it.